The task is: Predict the product of the given reaction.. This data is from Forward reaction prediction with 1.9M reactions from USPTO patents (1976-2016). Given the reactants [OH:1][C:2]1[CH:10]=[CH:9][C:5]([C:6]([OH:8])=[O:7])=[CH:4][CH:3]=1.[OH-].[K+].[C:13](Cl)(=[O:23])[CH2:14][CH2:15][CH2:16][CH2:17][CH2:18][CH2:19][CH2:20][CH2:21][CH3:22].Cl, predict the reaction product. The product is: [C:13]([O:1][C:2]1[CH:10]=[CH:9][C:5]([C:6]([OH:8])=[O:7])=[CH:4][CH:3]=1)(=[O:23])[CH2:14][CH2:15][CH2:16][CH2:17][CH2:18][CH2:19][CH2:20][CH2:21][CH3:22].